This data is from Catalyst prediction with 721,799 reactions and 888 catalyst types from USPTO. The task is: Predict which catalyst facilitates the given reaction. (1) Reactant: C(Cl)(=O)C(Cl)=O.[C:7]1([C:13]2[CH:14]=[C:15]([CH:19]=[CH:20][CH:21]=2)[C:16]([OH:18])=O)[CH:12]=[CH:11][CH:10]=[CH:9][CH:8]=1.[CH:22]1([NH2:28])[CH2:27][CH2:26][CH2:25][CH2:24][CH2:23]1. Product: [CH:22]1([NH:28][C:16](=[O:18])[C:15]2[CH:19]=[CH:20][CH:21]=[C:13]([C:7]3[CH:8]=[CH:9][CH:10]=[CH:11][CH:12]=3)[CH:14]=2)[CH2:27][CH2:26][CH2:25][CH2:24][CH2:23]1. The catalyst class is: 118. (2) Reactant: C(OC([NH:8][CH:9]([C:37]([OH:39])=[O:38])[CH2:10][CH2:11][CH2:12][CH2:13][NH:14][S:15]([C:18]1[C:19]([OH:36])=[C:20]([NH:25][C:26]([NH:28][C:29]2[CH:34]=[CH:33][CH:32]=[CH:31][C:30]=2[Cl:35])=[O:27])[CH:21]=[CH:22][C:23]=1[Cl:24])(=[O:17])=[O:16])=O)(C)(C)C. Product: [ClH:24].[NH2:8][CH:9]([C:37]([OH:39])=[O:38])[CH2:10][CH2:11][CH2:12][CH2:13][NH:14][S:15]([C:18]1[C:19]([OH:36])=[C:20]([NH:25][C:26]([NH:28][C:29]2[CH:34]=[CH:33][CH:32]=[CH:31][C:30]=2[Cl:35])=[O:27])[CH:21]=[CH:22][C:23]=1[Cl:24])(=[O:17])=[O:16]. The catalyst class is: 55. (3) Reactant: [F:1][C:2]1[CH:28]=[C:27]([N+:29]([O-])=O)[CH:26]=[CH:25][C:3]=1[O:4][C:5]1[C:6]2[S:13][C:12]([C:14]([NH:16][CH2:17][CH2:18][N:19]3[CH2:24][CH2:23][O:22][CH2:21][CH2:20]3)=[O:15])=[CH:11][C:7]=2[N:8]=[CH:9][N:10]=1.[BH4-].[Na+]. The catalyst class is: 888. Product: [NH2:29][C:27]1[CH:26]=[CH:25][C:3]([O:4][C:5]2[C:6]3[S:13][C:12]([C:14]([NH:16][CH2:17][CH2:18][N:19]4[CH2:24][CH2:23][O:22][CH2:21][CH2:20]4)=[O:15])=[CH:11][C:7]=3[N:8]=[CH:9][N:10]=2)=[C:2]([F:1])[CH:28]=1. (4) Reactant: [F:1][C:2]1[CH:7]=[CH:6][C:5]([OH:8])=[CH:4][CH:3]=1.Br[C:10]1[CH:15]=[CH:14][C:13]([Br:16])=[CH:12][N:11]=1.CN(C)C=O.[H-].[Na+]. Product: [Br:16][C:13]1[CH:14]=[CH:15][C:10]([O:8][C:5]2[CH:6]=[CH:7][C:2]([F:1])=[CH:3][CH:4]=2)=[N:11][CH:12]=1. The catalyst class is: 6. (5) Reactant: [Cl:1][C:2]1[N:7]=[C:6](Cl)[CH:5]=[CH:4][N:3]=1.[CH3:9][N:10]1[CH2:15][CH2:14][NH:13][CH2:12][CH2:11]1. Product: [Cl:1][C:2]1[N:7]=[C:6]([N:13]2[CH2:14][CH2:15][N:10]([CH3:9])[CH2:11][CH2:12]2)[CH:5]=[CH:4][N:3]=1. The catalyst class is: 8. (6) Reactant: [Si:1]([O:18][CH2:19][C:20]1[C:21](=[O:36])[N:22]([C:26]2[CH:31]=[CH:30][C:29]([N+:32]([O-])=O)=[CH:28][C:27]=2[CH3:35])[CH:23]=[CH:24][CH:25]=1)([C:14]([CH3:17])([CH3:16])[CH3:15])([C:8]1[CH:13]=[CH:12][CH:11]=[CH:10][CH:9]=1)[C:2]1[CH:7]=[CH:6][CH:5]=[CH:4][CH:3]=1.[H][H]. Product: [NH2:32][C:29]1[CH:30]=[CH:31][C:26]([N:22]2[CH:23]=[CH:24][CH:25]=[C:20]([CH2:19][O:18][Si:1]([C:14]([CH3:15])([CH3:16])[CH3:17])([C:8]3[CH:9]=[CH:10][CH:11]=[CH:12][CH:13]=3)[C:2]3[CH:7]=[CH:6][CH:5]=[CH:4][CH:3]=3)[C:21]2=[O:36])=[C:27]([CH3:35])[CH:28]=1. The catalyst class is: 123. (7) Reactant: C([O:3][C:4](=[O:33])[C:5]([O:8][C:9]1[CH:14]=[CH:13][C:12]([O:15][CH2:16][CH2:17][C:18]2[N:19]=[C:20]([C:24]3[CH:29]=[CH:28][CH:27]=[CH:26][CH:25]=3)[O:21][C:22]=2[CH3:23])=[CH:11][C:10]=1[CH2:30][O:31][CH3:32])([CH3:7])[CH3:6])C.[OH-].[Na+]. Product: [CH3:32][O:31][CH2:30][C:10]1[CH:11]=[C:12]([O:15][CH2:16][CH2:17][C:18]2[N:19]=[C:20]([C:24]3[CH:25]=[CH:26][CH:27]=[CH:28][CH:29]=3)[O:21][C:22]=2[CH3:23])[CH:13]=[CH:14][C:9]=1[O:8][C:5]([CH3:7])([CH3:6])[C:4]([OH:33])=[O:3]. The catalyst class is: 8.